Dataset: Reaction yield outcomes from USPTO patents with 853,638 reactions. Task: Predict the reaction yield, written as a fraction of the theoretical maximum amount of product (1.0 means a 100% yield; for example, 0.34 means a 34% yield). The reactants are [F:1][C:2]1[CH:7]=[CH:6][CH:5]=[CH:4][C:3]=1[C:8]1[CH:13]=[CH:12][CH:11]=[C:10]([NH2:14])[C:9]=1[N+:15]([O-])=O. The catalyst is CO.[Pd]. The product is [F:1][C:2]1[CH:7]=[CH:6][CH:5]=[CH:4][C:3]=1[C:8]1[CH:13]=[CH:12][CH:11]=[C:10]([NH2:14])[C:9]=1[NH2:15]. The yield is 0.920.